Dataset: Forward reaction prediction with 1.9M reactions from USPTO patents (1976-2016). Task: Predict the product of the given reaction. (1) Given the reactants [CH:1]([CH:4]1[CH2:9][NH:8][C:7]2[CH:10]=[CH:11][CH:12]=[C:13]([CH:14]([CH3:16])[CH3:15])[C:6]=2[O:5]1)([CH3:3])[CH3:2].C(N(CC)CC)C.Cl[C:25](=[O:30])[C:26]([O:28][CH3:29])=[O:27], predict the reaction product. The product is: [CH3:29][O:28][C:26](=[O:27])[C:25]([N:8]1[C:7]2[CH:10]=[CH:11][CH:12]=[C:13]([CH:14]([CH3:16])[CH3:15])[C:6]=2[O:5][CH:4]([CH:1]([CH3:3])[CH3:2])[CH2:9]1)=[O:30]. (2) Given the reactants [F:1][CH:2]([F:24])[O:3][C:4]1[CH:9]=[CH:8][C:7]([CH:10]([NH:13][C:14](=[O:23])[O:15][CH2:16][C:17]2[CH:22]=[CH:21][CH:20]=[CH:19][CH:18]=2)[CH2:11][OH:12])=[CH:6][CH:5]=1.[CH3:25]I, predict the reaction product. The product is: [F:1][CH:2]([F:24])[O:3][C:4]1[CH:9]=[CH:8][C:7]([CH:10]([NH:13][C:14](=[O:23])[O:15][CH2:16][C:17]2[CH:18]=[CH:19][CH:20]=[CH:21][CH:22]=2)[CH2:11][O:12][CH3:25])=[CH:6][CH:5]=1. (3) Given the reactants C(OC([NH:8][CH2:9][CH2:10][O:11][C:12]1[CH:37]=[C:36]([O:38][CH3:39])[CH:35]=[CH:34][C:13]=1[C:14]([NH:16][C:17]1[C:18]([NH:23][C:24](=[O:33])[C:25]2[CH:30]=[CH:29][C:28]([O:31][CH3:32])=[CH:27][CH:26]=2)=[CH:19][CH:20]=[CH:21][CH:22]=1)=[O:15])=O)(C)(C)C.[F:40][C:41]([F:46])([F:45])[C:42]([OH:44])=[O:43], predict the reaction product. The product is: [F:40][C:41]([F:46])([F:45])[C:42]([OH:44])=[O:43].[NH2:8][CH2:9][CH2:10][O:11][C:12]1[CH:37]=[C:36]([O:38][CH3:39])[CH:35]=[CH:34][C:13]=1[C:14]([NH:16][C:17]1[C:18]([NH:23][C:24](=[O:33])[C:25]2[CH:30]=[CH:29][C:28]([O:31][CH3:32])=[CH:27][CH:26]=2)=[CH:19][CH:20]=[CH:21][CH:22]=1)=[O:15]. (4) Given the reactants [C:1]([O:5][C:6](=[O:41])[CH2:7][O:8][C:9]1[CH:18]=[CH:17][C:16]([Cl:19])=[C:15]2[C:10]=1[C:11]([CH3:40])=[C:12]([CH2:24][C:25]1[CH:30]=[CH:29][C:28](B3OC(C)(C)C(C)(C)O3)=[CH:27][CH:26]=1)[C:13]([O:20][CH:21]([F:23])[F:22])=[N:14]2)([CH3:4])([CH3:3])[CH3:2].[CH:42]([C:45]1[NH:46][CH:47]=[CH:48][N:49]=1)([CH3:44])[CH3:43], predict the reaction product. The product is: [C:1]([O:5][C:6](=[O:41])[CH2:7][O:8][C:9]1[CH:18]=[CH:17][C:16]([Cl:19])=[C:15]2[C:10]=1[C:11]([CH3:40])=[C:12]([CH2:24][C:25]1[CH:30]=[CH:29][C:28]([N:46]3[CH:47]=[CH:48][N:49]=[C:45]3[CH:42]([CH3:44])[CH3:43])=[CH:27][CH:26]=1)[C:13]([O:20][CH:21]([F:23])[F:22])=[N:14]2)([CH3:3])([CH3:4])[CH3:2]. (5) Given the reactants [CH:1]1([CH2:6][CH:7]([N:11]2[C:16](=[O:17])[CH:15]=[C:14]([O:18][C:19]3[N:24]=[C:23]([CH3:25])[CH:22]=[C:21]([CH3:26])[N:20]=3)[CH:13]=[N:12]2)[C:8](O)=[O:9])[CH2:5][CH2:4][CH2:3][CH2:2]1.[CH3:27][C:28]1([CH3:40])[O:32][C@H:31]([CH2:33][N:34]2[CH:38]=[CH:37][C:36]([NH2:39])=[N:35]2)[CH2:30][O:29]1, predict the reaction product. The product is: [CH:1]1([CH2:6][CH:7]([N:11]2[C:16](=[O:17])[CH:15]=[C:14]([O:18][C:19]3[N:24]=[C:23]([CH3:25])[CH:22]=[C:21]([CH3:26])[N:20]=3)[CH:13]=[N:12]2)[C:8]([NH:39][C:36]2[CH:37]=[CH:38][N:34]([CH2:33][C@@H:31]3[CH2:30][O:29][C:28]([CH3:40])([CH3:27])[O:32]3)[N:35]=2)=[O:9])[CH2:5][CH2:4][CH2:3][CH2:2]1. (6) Given the reactants I[C:2]1[C:7]([CH:8]([O:13][C:14]([CH3:17])([CH3:16])[CH3:15])[C:9]([O:11][CH3:12])=[O:10])=[C:6]([CH3:18])[N:5]=[C:4]2[S:19][C:20]3[CH2:25][CH2:24][CH2:23][CH2:22][C:21]=3[C:3]=12.C(=O)([O-])[O-].[K+].[K+].[CH3:32][C:33]1[CH:38]=[CH:37][C:36](B2OC(C)(C)C(C)(C)O2)=[CH:35][N:34]=1.C(OCC)(=O)C, predict the reaction product. The product is: [CH3:18][C:6]1[N:5]=[C:4]2[S:19][C:20]3[CH2:25][CH2:24][CH2:23][CH2:22][C:21]=3[C:3]2=[C:2]([C:36]2[CH:35]=[N:34][C:33]([CH3:32])=[CH:38][CH:37]=2)[C:7]=1[CH:8]([O:13][C:14]([CH3:17])([CH3:16])[CH3:15])[C:9]([O:11][CH3:12])=[O:10]. (7) Given the reactants C(Cl)(=O)C(Cl)=O.[CH3:7][C:8]1[CH:13]=[C:12]([C:14]2[O:18][N:17]=[C:16]([C:19]3[CH:27]=[CH:26][C:22]([C:23](O)=[O:24])=[C:21]([F:28])[CH:20]=3)[N:15]=2)[CH:11]=[CH:10][C:9]=1[C:29]1[CH:34]=[CH:33][CH:32]=[CH:31][C:30]=1[CH3:35].Cl.[CH3:37][O:38][C:39](=[O:42])[CH2:40][NH2:41].CCN(C(C)C)C(C)C, predict the reaction product. The product is: [CH3:7][C:8]1[CH:13]=[C:12]([C:14]2[O:18][N:17]=[C:16]([C:19]3[CH:27]=[CH:26][C:22]([C:23]([NH:41][CH2:40][C:39]([O:38][CH3:37])=[O:42])=[O:24])=[C:21]([F:28])[CH:20]=3)[N:15]=2)[CH:11]=[CH:10][C:9]=1[C:29]1[CH:34]=[CH:33][CH:32]=[CH:31][C:30]=1[CH3:35]. (8) Given the reactants O[CH2:2][C:3]1[S:4][C:5]([S:8][CH2:9][CH2:10][CH2:11][CH3:12])=[CH:6][CH:7]=1.P(Br)(Br)[Br:14], predict the reaction product. The product is: [Br:14][CH2:2][C:3]1[S:4][C:5]([S:8][CH2:9][CH2:10][CH2:11][CH3:12])=[CH:6][CH:7]=1. (9) Given the reactants [CH3:1][CH:2]1[C:19](=O)[C:5]2=[CH:6][C:7]3[C:8]([CH3:18])([CH3:17])[C:9]4[C:14]([C:15]=3[CH:16]=[C:4]2[CH2:3]1)=[CH:13][CH:12]=[CH:11][CH:10]=4.[CH3:21][Mg]Br.Cl.C1(C)C=CC(S(O)(=O)=O)=CC=1, predict the reaction product. The product is: [CH3:21][C:19]1[C:5]2=[CH:6][C:7]3[C:8]([CH3:17])([CH3:18])[C:9]4[C:14]([C:15]=3[CH:16]=[C:4]2[CH2:3][C:2]=1[CH3:1])=[CH:13][CH:12]=[CH:11][CH:10]=4.